From a dataset of Forward reaction prediction with 1.9M reactions from USPTO patents (1976-2016). Predict the product of the given reaction. (1) Given the reactants O1[C:5]2([CH2:10][CH2:9][N:8]([C:11]3[CH:24]=[CH:23][C:14]([CH:15]=[C:16]4[S:20][C:19](=[S:21])[NH:18][C:17]4=[O:22])=[CH:13][CH:12]=3)[CH2:7][CH2:6]2)[O:4]CC1.Cl.[OH-].[NH4+], predict the reaction product. The product is: [O:22]=[C:17]1[C:16](=[CH:15][C:14]2[CH:13]=[CH:12][C:11]([N:8]3[CH2:9][CH2:10][C:5](=[O:4])[CH2:6][CH2:7]3)=[CH:24][CH:23]=2)[S:20][C:19](=[S:21])[NH:18]1. (2) The product is: [F:1][C:2]1[CH:7]=[C:6]([C:8]2[CH:16]=[C:15]3[C:11]([C:12]([C:17]4[NH:18][C:19]5[CH2:24][CH2:23][N:22]([CH2:38][C:37]6[CH:40]=[CH:41][C:34]([O:33][CH3:32])=[CH:35][CH:36]=6)[CH2:21][C:20]=5[N:25]=4)=[N:13][NH:14]3)=[CH:10][CH:9]=2)[C:5]([CH2:26][C:27]([F:28])([F:29])[F:30])=[CH:4][C:3]=1[OH:31]. Given the reactants [F:1][C:2]1[CH:7]=[C:6]([C:8]2[CH:16]=[C:15]3[C:11]([C:12]([C:17]4[NH:18][C:19]5[CH2:24][CH2:23][NH:22][CH2:21][C:20]=5[N:25]=4)=[N:13][NH:14]3)=[CH:10][CH:9]=2)[C:5]([CH2:26][C:27]([F:30])([F:29])[F:28])=[CH:4][C:3]=1[OH:31].[CH3:32][O:33][C:34]1[CH:41]=[CH:40][C:37]([CH:38]=O)=[CH:36][CH:35]=1, predict the reaction product.